From a dataset of Peptide-MHC class II binding affinity with 134,281 pairs from IEDB. Regression. Given a peptide amino acid sequence and an MHC pseudo amino acid sequence, predict their binding affinity value. This is MHC class II binding data. (1) The peptide sequence is FHKRDMRLLSLAVSSHHHHHH. The MHC is DRB5_0101 with pseudo-sequence DRB5_0101. The binding affinity (normalized) is 0.778. (2) The peptide sequence is LDEPLKSVPLEMLLI. The MHC is DRB1_0101 with pseudo-sequence DRB1_0101. The binding affinity (normalized) is 0.875. (3) The peptide sequence is VKGDPVGILYAVFKA. The MHC is HLA-DPA10103-DPB10401 with pseudo-sequence HLA-DPA10103-DPB10401. The binding affinity (normalized) is 0.526.